From a dataset of Full USPTO retrosynthesis dataset with 1.9M reactions from patents (1976-2016). Predict the reactants needed to synthesize the given product. Given the product [N:1]1[CH:6]=[CH:5][CH:4]=[CH:3][C:2]=1[C:7]1[N:12]=[C:11]([C:13]2[S:14][C:15]([C:50]3[CH:51]=[CH:52][CH:53]=[C:48]([C:44]4[CH:45]=[CH:46][CH:47]=[CH:42][N:43]=4)[N:49]=3)=[C:16]([C:24]3[CH:25]=[CH:26][CH:27]=[CH:28][CH:29]=3)[C:17]=2[C:18]2[CH:23]=[CH:22][CH:21]=[CH:20][CH:19]=2)[CH:10]=[CH:9][CH:8]=1, predict the reactants needed to synthesize it. The reactants are: [N:1]1[CH:6]=[CH:5][CH:4]=[CH:3][C:2]=1[C:7]1[N:12]=[C:11]([C:13]2[S:14][CH:15]=[C:16]([C:24]3[CH:29]=[CH:28][CH:27]=[CH:26][CH:25]=3)[C:17]=2[C:18]2[CH:23]=[CH:22][CH:21]=[CH:20][CH:19]=2)[CH:10]=[CH:9][CH:8]=1.C([Li])CCC.CCCCCC.Br[C:42]1[CH:47]=[CH:46][CH:45]=[C:44]([C:48]2[CH:53]=[CH:52][CH:51]=[CH:50][N:49]=2)[N:43]=1.